Dataset: Full USPTO retrosynthesis dataset with 1.9M reactions from patents (1976-2016). Task: Predict the reactants needed to synthesize the given product. (1) Given the product [CH3:14][C:2]([CH3:1])([CH3:15])/[CH:3]=[CH:4]/[C:5]1[CH:6]=[CH:7][C:8]([C:9]([NH:30][C:26]2[CH:27]=[CH:28][CH:29]=[C:24]([O:23][CH3:22])[CH:25]=2)=[O:11])=[CH:12][CH:13]=1, predict the reactants needed to synthesize it. The reactants are: [CH3:1][C:2]([CH3:15])([CH3:14])[CH:3]=[CH:4][C:5]1[CH:13]=[CH:12][C:8]([C:9]([OH:11])=O)=[CH:7][CH:6]=1.C(Cl)(=O)C(Cl)=O.[CH3:22][O:23][C:24]1[CH:29]=[CH:28][CH:27]=[C:26]([NH2:30])[CH:25]=1. (2) Given the product [CH3:1][CH:2]1[CH2:7][CH2:6][CH:5]([C:8]([N:10]([CH:23]([CH3:25])[CH3:24])[C:11]2[CH:12]=[C:13]([C:27]3[CH:32]=[CH:31][C:30]([C:33]4[O:34][C:35]5[C:36]([N:41]=4)=[N:37][CH:38]=[CH:39][CH:40]=5)=[CH:29][CH:28]=3)[S:14][C:15]=2[C:16]([O:18][CH3:19])=[O:17])=[O:9])[CH2:4][CH2:3]1, predict the reactants needed to synthesize it. The reactants are: [CH3:1][C@H:2]1[CH2:7][CH2:6][C@H:5]([C:8]([N:10]([CH:23]([CH3:25])[CH3:24])[C:11]2[CH:12]=[C:13](B(O)O)[S:14][C:15]=2[C:16]([O:18][CH3:19])=[O:17])=[O:9])[CH2:4][CH2:3]1.Br[C:27]1[CH:32]=[CH:31][C:30]([C:33]2[O:34][C:35]3[C:36]([N:41]=2)=[N:37][CH:38]=[CH:39][CH:40]=3)=[CH:29][CH:28]=1.[F-].[Cs+].COCCOC.